This data is from Forward reaction prediction with 1.9M reactions from USPTO patents (1976-2016). The task is: Predict the product of the given reaction. (1) Given the reactants Br[C:2]1[CH:3]=[C:4]2[C:8](=[CH:9][CH:10]=1)[NH:7][C:6]([C:11]([F:14])([F:13])[F:12])=[CH:5]2.[B:15]1([B:15]2[O:19][C:18]([CH3:21])([CH3:20])[C:17]([CH3:23])([CH3:22])[O:16]2)[O:19][C:18]([CH3:21])([CH3:20])[C:17]([CH3:23])([CH3:22])[O:16]1.CC([O-])=O.[K+].C(Cl)Cl, predict the reaction product. The product is: [CH3:22][C:17]1([CH3:23])[C:18]([CH3:21])([CH3:20])[O:19][B:15]([C:2]2[CH:3]=[C:4]3[C:8](=[CH:9][CH:10]=2)[NH:7][C:6]([C:11]([F:14])([F:13])[F:12])=[CH:5]3)[O:16]1. (2) Given the reactants [N:1]1[CH:6]=[CH:5][CH:4]=[CH:3][C:2]=1[CH:7]=O.[S:9]1[C:13]2[CH:14]=[CH:15][CH:16]=[CH:17][C:12]=2[N:11]=[C:10]1[NH:18][NH2:19], predict the reaction product. The product is: [S:9]1[C:13]2[CH:14]=[CH:15][CH:16]=[CH:17][C:12]=2[N:11]=[C:10]1[NH:18][N:19]=[CH:7][C:2]1[CH:3]=[CH:4][CH:5]=[CH:6][N:1]=1. (3) Given the reactants [Cl:1][C:2]1[CH:7]=[CH:6][C:5]([C@@H:8]([NH2:16])[CH2:9][CH2:10][N:11]([CH2:14][CH3:15])[CH2:12][CH3:13])=[CH:4][CH:3]=1.[C:17]([O:21][C:22]([NH:24][C:25]1([C:40](O)=[O:41])[CH2:30][CH2:29][N:28]([C:31]2[C:32]3[CH:39]=[CH:38][NH:37][C:33]=3[N:34]=[CH:35][N:36]=2)[CH2:27][CH2:26]1)=[O:23])([CH3:20])([CH3:19])[CH3:18].CCN(C(C)C)C(C)C.F[P-](F)(F)(F)(F)F.N1(OC(N(C)C)=[N+](C)C)C2N=CC=CC=2N=N1, predict the reaction product. The product is: [Cl:1][C:2]1[CH:3]=[CH:4][C:5]([C@@H:8]([NH:16][C:40]([C:25]2([NH:24][C:22](=[O:23])[O:21][C:17]([CH3:19])([CH3:18])[CH3:20])[CH2:26][CH2:27][N:28]([C:31]3[C:32]4[CH:39]=[CH:38][NH:37][C:33]=4[N:34]=[CH:35][N:36]=3)[CH2:29][CH2:30]2)=[O:41])[CH2:9][CH2:10][N:11]([CH2:14][CH3:15])[CH2:12][CH3:13])=[CH:6][CH:7]=1.